From a dataset of Catalyst prediction with 721,799 reactions and 888 catalyst types from USPTO. Predict which catalyst facilitates the given reaction. (1) Reactant: O.N.Cl.C[N:5](C)CCCN=C=NCC.[S:15]1[CH:19]=[CH:18][C:17]2[C:20]([N:24]3[CH2:29][CH2:28][N:27]([CH2:30][CH2:31][CH2:32][O:33][CH:34]4[CH2:39][CH2:38][CH:37]([C:40](O)=[O:41])[CH2:36][CH2:35]4)[CH2:26][CH2:25]3)=[CH:21][CH:22]=[CH:23][C:16]1=2. Product: [S:15]1[CH:19]=[CH:18][C:17]2[C:20]([N:24]3[CH2:29][CH2:28][N:27]([CH2:30][CH2:31][CH2:32][O:33][CH:34]4[CH2:39][CH2:38][CH:37]([C:40]([NH2:5])=[O:41])[CH2:36][CH2:35]4)[CH2:26][CH2:25]3)=[CH:21][CH:22]=[CH:23][C:16]1=2. The catalyst class is: 119. (2) Reactant: [C:1]1([C:7]([O:9][CH2:10][CH2:11][O:12][C:13]([O:15]N2C(=O)CCC2=O)=O)=[O:8])[CH:6]=[CH:5][CH:4]=[CH:3][CH:2]=1.[C:23](#[N:25])[CH3:24]. Product: [C:7]([O:9][CH2:10][CH2:11][O:12][C:13](=[O:15])[NH:25][CH2:23][CH2:24][C:1]([CH3:6])([CH3:2])[CH2:7][OH:8])(=[O:8])[C:1]1[CH:2]=[CH:3][CH:4]=[CH:5][CH:6]=1. The catalyst class is: 250. (3) Reactant: C([Li])CCC.[CH3:6][N:7]([CH2:9][C-:10]1[CH:14]=[CH:13][CH:12]=[CH:11]1)[CH3:8].[CH-:15]1[CH:19]=[CH:18][CH:17]=[CH:16]1.[Fe+2:20].I[CH2:22][N:23]([CH3:25])[CH3:24]. Product: [CH3:6][N:7]([CH2:9][C-:10]1[CH:14]=[CH:13][CH:12]=[C:11]1[CH2:22][N:23]([CH3:25])[CH3:24])[CH3:8].[CH-:15]1[CH:19]=[CH:18][CH:17]=[CH:16]1.[Fe+2:20]. The catalyst class is: 27.